Task: Regression. Given two drug SMILES strings and cell line genomic features, predict the synergy score measuring deviation from expected non-interaction effect.. Dataset: NCI-60 drug combinations with 297,098 pairs across 59 cell lines (1) Drug 1: C1=CN(C(=O)N=C1N)C2C(C(C(O2)CO)O)O.Cl. Drug 2: CCCCCOC(=O)NC1=NC(=O)N(C=C1F)C2C(C(C(O2)C)O)O. Cell line: CCRF-CEM. Synergy scores: CSS=66.0, Synergy_ZIP=-0.937, Synergy_Bliss=-1.20, Synergy_Loewe=-17.1, Synergy_HSA=-0.416. (2) Drug 1: CC1=C(C(=CC=C1)Cl)NC(=O)C2=CN=C(S2)NC3=CC(=NC(=N3)C)N4CCN(CC4)CCO. Drug 2: CS(=O)(=O)CCNCC1=CC=C(O1)C2=CC3=C(C=C2)N=CN=C3NC4=CC(=C(C=C4)OCC5=CC(=CC=C5)F)Cl. Cell line: SNB-75. Synergy scores: CSS=19.8, Synergy_ZIP=-2.20, Synergy_Bliss=2.33, Synergy_Loewe=-0.120, Synergy_HSA=2.20. (3) Drug 1: C#CCC(CC1=CN=C2C(=N1)C(=NC(=N2)N)N)C3=CC=C(C=C3)C(=O)NC(CCC(=O)O)C(=O)O. Drug 2: C1CN(P(=O)(OC1)NCCCl)CCCl. Cell line: CAKI-1. Synergy scores: CSS=-2.39, Synergy_ZIP=1.54, Synergy_Bliss=1.32, Synergy_Loewe=-5.91, Synergy_HSA=-6.24. (4) Drug 1: COC1=C2C(=CC3=C1OC=C3)C=CC(=O)O2. Drug 2: N.N.Cl[Pt+2]Cl. Cell line: OVCAR3. Synergy scores: CSS=38.7, Synergy_ZIP=15.2, Synergy_Bliss=10.5, Synergy_Loewe=-21.1, Synergy_HSA=0.357. (5) Drug 1: CC(C)(C#N)C1=CC(=CC(=C1)CN2C=NC=N2)C(C)(C)C#N. Drug 2: CC1C(C(CC(O1)OC2CC(CC3=C2C(=C4C(=C3O)C(=O)C5=CC=CC=C5C4=O)O)(C(=O)C)O)N)O. Cell line: CCRF-CEM. Synergy scores: CSS=37.9, Synergy_ZIP=-0.557, Synergy_Bliss=-2.22, Synergy_Loewe=-10.5, Synergy_HSA=-1.01.